Dataset: Catalyst prediction with 721,799 reactions and 888 catalyst types from USPTO. Task: Predict which catalyst facilitates the given reaction. (1) Reactant: [C:1]([O:5][C:6]([N:8]([C:10]1([C@H:13]2[CH2:17][CH2:16][N:15]([C@H:18]([C:20]3[CH:25]=[CH:24][CH:23]=[CH:22][CH:21]=3)[CH3:19])[C:14]2=O)[CH2:12][CH2:11]1)[CH3:9])=[O:7])([CH3:4])([CH3:3])[CH3:2].C(=O)([O-])[O-].[K+].[K+].O. Product: [C:1]([O:5][C:6]([N:8]([C:10]1([C@@H:13]2[CH2:17][CH2:16][N:15]([C@H:18]([C:20]3[CH:25]=[CH:24][CH:23]=[CH:22][CH:21]=3)[CH3:19])[CH2:14]2)[CH2:11][CH2:12]1)[CH3:9])=[O:7])([CH3:2])([CH3:3])[CH3:4]. The catalyst class is: 7. (2) Reactant: [F:1][C:2]1[CH:8]=[CH:7][C:6]([N+:9]([O-:11])=[O:10])=[CH:5][C:3]=1[NH2:4].[F:12][C:13]1[CH:18]=[CH:17][C:16]([S:19](Cl)(=[O:21])=[O:20])=[CH:15][CH:14]=1. The catalyst class is: 17. Product: [F:12][C:13]1[CH:18]=[CH:17][C:16]([S:19]([NH:4][C:3]2[CH:5]=[C:6]([N+:9]([O-:11])=[O:10])[CH:7]=[CH:8][C:2]=2[F:1])(=[O:21])=[O:20])=[CH:15][CH:14]=1.